From a dataset of Catalyst prediction with 721,799 reactions and 888 catalyst types from USPTO. Predict which catalyst facilitates the given reaction. Reactant: Br[C:2]1[CH:3]=[C:4]([O:22][CH3:23])[C:5]([O:20][CH3:21])=[C:6]([CH:19]=1)[CH2:7][O:8][Si:9]([CH:16]([CH3:18])[CH3:17])([CH:13]([CH3:15])[CH3:14])[CH:10]([CH3:12])[CH3:11].C([Li])CCC.Cl.[C:30](OCC)(=[O:32])C. Product: [CH3:23][O:22][C:4]1[CH:3]=[C:2]([CH:19]=[C:6]([CH2:7][O:8][Si:9]([CH:16]([CH3:18])[CH3:17])([CH:13]([CH3:15])[CH3:14])[CH:10]([CH3:12])[CH3:11])[C:5]=1[O:20][CH3:21])[CH:30]=[O:32]. The catalyst class is: 1.